From a dataset of Forward reaction prediction with 1.9M reactions from USPTO patents (1976-2016). Predict the product of the given reaction. Given the reactants [C:1]([O:4][CH2:5][C@@H:6]1[C@@H:11]([O:12][CH2:13][C:14]2[CH:19]=[CH:18][CH:17]=[CH:16][CH:15]=2)[C@H:10]([CH:20]=C)[C@H:9]([O:22][CH2:23][C:24]2[CH:29]=[CH:28][CH:27]=[CH:26][CH:25]=2)[C@@H:8]([O:30][C:31]2[CH:36]=[CH:35][C:34]([C:37]3[CH:42]=[CH:41][CH:40]=[C:39]([C:43](=[O:46])[NH:44][CH3:45])[CH:38]=3)=[CH:33][CH:32]=2)[O:7]1)(=[O:3])[CH3:2].C[OH:48].C1(P(C2C=CC=CC=2)C2C=CC=CC=2)C=CC=CC=1, predict the reaction product. The product is: [C:1]([O:4][CH2:5][C@@H:6]1[C@@H:11]([O:12][CH2:13][C:14]2[CH:19]=[CH:18][CH:17]=[CH:16][CH:15]=2)[C@H:10]([CH:20]=[O:48])[C@H:9]([O:22][CH2:23][C:24]2[CH:25]=[CH:26][CH:27]=[CH:28][CH:29]=2)[C@@H:8]([O:30][C:31]2[CH:32]=[CH:33][C:34]([C:37]3[CH:42]=[CH:41][CH:40]=[C:39]([C:43](=[O:46])[NH:44][CH3:45])[CH:38]=3)=[CH:35][CH:36]=2)[O:7]1)(=[O:3])[CH3:2].